This data is from Reaction yield outcomes from USPTO patents with 853,638 reactions. The task is: Predict the reaction yield, written as a fraction of the theoretical maximum amount of product (1.0 means a 100% yield; for example, 0.34 means a 34% yield). (1) The reactants are [O:1]=[C:2]1[CH2:6][CH2:5][C:4]([C:7]2[C:11]3[CH2:12][N:13]([C:16]([O:18][C:19]([CH3:22])([CH3:21])[CH3:20])=[O:17])[CH2:14][CH2:15][C:10]=3[N:9]([CH2:23][O:24][CH2:25][CH2:26][Si:27]([CH3:30])([CH3:29])[CH3:28])[N:8]=2)=[CH:3]1.CC(C[AlH]CC(C)C)C. The catalyst is C(Cl)Cl. The product is [OH:1][CH:2]1[CH2:6][CH2:5][C:4]([C:7]2[C:11]3[CH2:12][N:13]([C:16]([O:18][C:19]([CH3:22])([CH3:21])[CH3:20])=[O:17])[CH2:14][CH2:15][C:10]=3[N:9]([CH2:23][O:24][CH2:25][CH2:26][Si:27]([CH3:30])([CH3:29])[CH3:28])[N:8]=2)=[CH:3]1. The yield is 0.597. (2) The reactants are C[O:2][C:3]([C:5]1[C:10]2[O:11][CH2:12][CH2:13][CH2:14][CH2:15][C:9]=2[CH:8]=[C:7]([Br:16])[CH:6]=1)=[O:4].[OH-].[K+]. The catalyst is CO. The product is [Br:16][C:7]1[CH:6]=[C:5]([C:3]([OH:4])=[O:2])[C:10]2[O:11][CH2:12][CH2:13][CH2:14][CH2:15][C:9]=2[CH:8]=1. The yield is 0.950. (3) The reactants are [F:1][C:2]1[CH:18]=[C:17]([N+:19]([O-])=O)[CH:16]=[CH:15][C:3]=1[O:4][C:5]1[CH:10]=[CH:9][N:8]=[C:7]2[NH:11][C:12]([CH3:14])=[CH:13][C:6]=12.[Cl-].[NH4+]. The yield is 0.900. The catalyst is C1COCC1.CO.[Zn]. The product is [F:1][C:2]1[CH:18]=[C:17]([NH2:19])[CH:16]=[CH:15][C:3]=1[O:4][C:5]1[CH:10]=[CH:9][N:8]=[C:7]2[NH:11][C:12]([CH3:14])=[CH:13][C:6]=12. (4) The reactants are [C:1]([CH2:4][C:5](=[O:7])[CH3:6])(=[O:3])[CH3:2].[F-].C([N+](CCCC)(CCCC)CCCC)CCC.Br[CH2:27][C:28]1[C:36]2[O:35][CH2:34][C:33](=[O:37])[C:32]=2[CH:31]=[CH:30][C:29]=1[O:38][CH3:39]. The catalyst is C1COCC1.O. The product is [CH3:39][O:38][C:29]1[CH:30]=[CH:31][C:32]2[C:33](=[O:37])[CH2:34][O:35][C:36]=2[C:28]=1[CH2:27][CH:4]([C:5](=[O:7])[CH3:6])[C:1](=[O:3])[CH3:2]. The yield is 0.190.